From a dataset of Catalyst prediction with 721,799 reactions and 888 catalyst types from USPTO. Predict which catalyst facilitates the given reaction. (1) Reactant: [CH2:1]([O:3][C:4](=[O:30])[CH2:5][CH2:6][CH2:7][CH:8]1[C:17]2[C:12](=[C:13]([CH3:22])[C:14]([C:18]([NH:20][OH:21])=[NH:19])=[CH:15][CH:16]=2)[CH2:11][CH2:10][N:9]1[C:23]([O:25][C:26]([CH3:29])([CH3:28])[CH3:27])=[O:24])[CH3:2].C(N(CC)CC)C.[C:38]([C:40]1[CH:41]=[C:42]([CH:46]=[CH:47][C:48]=1[O:49][CH:50]([CH3:52])[CH3:51])[C:43](Cl)=O)#[N:39]. Product: [C:38]([C:40]1[CH:41]=[C:42]([C:43]2[O:21][N:20]=[C:18]([C:14]3[C:13]([CH3:22])=[C:12]4[C:17](=[CH:16][CH:15]=3)[CH:8]([CH2:7][CH2:6][CH2:5][C:4]([O:3][CH2:1][CH3:2])=[O:30])[N:9]([C:23]([O:25][C:26]([CH3:29])([CH3:28])[CH3:27])=[O:24])[CH2:10][CH2:11]4)[N:19]=2)[CH:46]=[CH:47][C:48]=1[O:49][CH:50]([CH3:51])[CH3:52])#[N:39]. The catalyst class is: 9. (2) Reactant: [OH:1][C:2]1[CH:7]=[C:6]([C:8]([OH:10])=[O:9])[CH:5]=[CH:4][N:3]=1.[C:11](Cl)(=O)C. Product: [O:1]=[C:2]1[CH:7]=[C:6]([C:8]([O:10][CH3:11])=[O:9])[CH:5]=[CH:4][NH:3]1. The catalyst class is: 5. (3) Reactant: [F:1][C:2]([F:25])([F:24])[C:3]1[CH:8]=[CH:7][CH:6]=[CH:5][C:4]=1[N:9]1[CH2:13][CH:12]2[CH2:14][N:15](C(OC(C)(C)C)=O)[CH2:16][CH:11]2[CH2:10]1.O1CCOCC1.[ClH:32]. Product: [ClH:32].[F:24][C:2]([F:1])([F:25])[C:3]1[CH:8]=[CH:7][CH:6]=[CH:5][C:4]=1[N:9]1[CH2:10][CH:11]2[CH:12]([CH2:14][NH:15][CH2:16]2)[CH2:13]1. The catalyst class is: 27.